This data is from Reaction yield outcomes from USPTO patents with 853,638 reactions. The task is: Predict the reaction yield, written as a fraction of the theoretical maximum amount of product (1.0 means a 100% yield; for example, 0.34 means a 34% yield). (1) The reactants are [F:1][C:2]([F:21])([F:20])[C:3]1[CH:4]=[C:5](/[N:9]=[C:10]2\[C:11](=[O:19])[NH:12][C:13]3[C:18]\2=[CH:17][CH:16]=[CH:15][CH:14]=3)[CH:6]=[CH:7][CH:8]=1.C(N(CC)CC)C.[Br:29][C:30]1[CH:35]=[CH:34][C:33](B(O)O)=[CH:32][CH:31]=1. The catalyst is C(Cl)Cl.C([O-])(=O)C.[Cu+2].C([O-])(=O)C. The product is [Br:29][C:30]1[CH:35]=[CH:34][C:33]([N:12]2[C:13]3[C:18](=[CH:17][CH:16]=[CH:15][CH:14]=3)/[C:10](=[N:9]/[C:5]3[CH:6]=[CH:7][CH:8]=[C:3]([C:2]([F:1])([F:20])[F:21])[CH:4]=3)/[C:11]2=[O:19])=[CH:32][CH:31]=1. The yield is 0.420. (2) The reactants are [H-].[Na+].[OH:3][C:4]1([C:7]([O:9][CH3:10])=[O:8])[CH2:6][CH2:5]1.C1OCCOCCOCCOCCOC1.[Br:26][C:27]1[CH:32]=[C:31]([S:33]([CH3:36])(=[O:35])=[O:34])[CH:30]=[C:29]([N+:37]([O-:39])=[O:38])[C:28]=1F. The catalyst is O1CCCC1. The product is [Br:26][C:27]1[CH:32]=[C:31]([S:33]([CH3:36])(=[O:34])=[O:35])[CH:30]=[C:29]([N+:37]([O-:39])=[O:38])[C:28]=1[O:3][C:4]1([C:7]([O:9][CH3:10])=[O:8])[CH2:6][CH2:5]1. The yield is 0.300. (3) The reactants are [N:1]1[CH:6]=[CH:5][C:4]([N:7]2[CH2:12][CH2:11][CH:10]([CH2:13][NH2:14])[CH2:9][CH2:8]2)=[CH:3][CH:2]=1.[N+:15]([C:18]1[CH:23]=[CH:22][CH:21]=[CH:20][C:19]=1[N:24]=[C:25]=[O:26])([O-:17])=[O:16]. The catalyst is C(Cl)Cl. The product is [N:1]1[CH:6]=[CH:5][C:4]([N:7]2[CH2:8][CH2:9][CH:10]([CH2:13][NH:14][C:25]([NH:24][C:19]3[CH:20]=[CH:21][CH:22]=[CH:23][C:18]=3[N+:15]([O-:17])=[O:16])=[O:26])[CH2:11][CH2:12]2)=[CH:3][CH:2]=1. The yield is 0.640. (4) The reactants are CCN(CC)CC.[C:8]([O:12][C:13](=[O:29])[N:14]([CH2:18][C:19]1[CH:24]=[C:23]([CH2:25][CH2:26][OH:27])[CH:22]=[CH:21][C:20]=1[Cl:28])[CH:15]1[CH2:17][CH2:16]1)([CH3:11])([CH3:10])[CH3:9].[C:30]1([CH3:40])[CH:35]=[CH:34][C:33]([S:36](Cl)(=[O:38])=[O:37])=[CH:32][CH:31]=1. The catalyst is CN(C1C=CN=CC=1)C.C(Cl)Cl. The product is [C:8]([O:12][C:13]([N:14]([CH2:18][C:19]1[CH:24]=[C:23]([CH2:25][CH2:26][O:27][S:36]([C:33]2[CH:34]=[CH:35][C:30]([CH3:40])=[CH:31][CH:32]=2)(=[O:38])=[O:37])[CH:22]=[CH:21][C:20]=1[Cl:28])[CH:15]1[CH2:16][CH2:17]1)=[O:29])([CH3:11])([CH3:9])[CH3:10]. The yield is 0.830.